This data is from Forward reaction prediction with 1.9M reactions from USPTO patents (1976-2016). The task is: Predict the product of the given reaction. (1) Given the reactants [Mn]([O-])(=O)(=O)=[O:2].[K+].[CH2:7]([O:14][C:15]1[CH:16]=[C:17]([CH:20]=[CH:21][C:22]=1[O:23][CH3:24])[CH:18]=[O:19])[C:8]1[CH:13]=[CH:12][CH:11]=[CH:10][CH:9]=1.Cl, predict the reaction product. The product is: [CH2:7]([O:14][C:15]1[CH:16]=[C:17]([CH:20]=[CH:21][C:22]=1[O:23][CH3:24])[C:18]([OH:2])=[O:19])[C:8]1[CH:9]=[CH:10][CH:11]=[CH:12][CH:13]=1. (2) Given the reactants [C:1]([N:9]=[C:10]=[S:11])(=[O:8])[C:2]1[CH:7]=[CH:6][CH:5]=[CH:4][CH:3]=1.[NH2:12][C@@:13]1([C:21]2[S:22][CH:23]=[C:24]([Br:26])[CH:25]=2)[CH2:18][CH2:17][O:16][CH2:15][C@H:14]1[CH2:19][OH:20], predict the reaction product. The product is: [C:1]([NH:9][C:10]([NH:12][C@@:13]1([C:21]2[S:22][CH:23]=[C:24]([Br:26])[CH:25]=2)[CH2:18][CH2:17][O:16][CH2:15][C@H:14]1[CH2:19][OH:20])=[S:11])(=[O:8])[C:2]1[CH:7]=[CH:6][CH:5]=[CH:4][CH:3]=1. (3) Given the reactants C[O:2][C:3](=O)[CH2:4][C:5](=O)[CH3:6].Br[CH2:10][C:11]([C:13]1[CH:18]=[C:17]([C:19]([F:22])([F:21])[F:20])[CH:16]=[CH:15][C:14]=1[Cl:23])=O.[CH2:24]([NH2:30])[C@@H:25]1[O:29][CH2:28][CH2:27][CH2:26]1.[CH:31]1([NH2:37])[CH2:36][CH2:35][CH2:34][CH2:33][CH2:32]1, predict the reaction product. The product is: [CH:31]1([NH:37][C:3]([C:4]2[CH:10]=[C:11]([C:13]3[CH:18]=[C:17]([C:19]([F:22])([F:21])[F:20])[CH:16]=[CH:15][C:14]=3[Cl:23])[N:30]([CH2:24][C@H:25]3[CH2:26][CH2:27][CH2:28][O:29]3)[C:5]=2[CH3:6])=[O:2])[CH2:36][CH2:35][CH2:34][CH2:33][CH2:32]1. (4) Given the reactants [CH2:1]=[CH:2][C:3]1[CH:8]=[CH:7][CH:6]=[CH:5][CH:4]=1.[CH2:9]=[CH:10][C:11](=C)[CH3:12].C=CC=C, predict the reaction product. The product is: [CH2:1]=[CH:2][C:3](=[CH2:4])[CH3:8].[CH2:1]=[CH:2][C:3]1[CH:8]=[CH:7][CH:6]=[CH:5][CH:4]=1.[CH2:9]=[CH:10][CH:11]=[CH2:12].[CH2:1]=[CH:2][C:3]1[CH:8]=[CH:7][CH:6]=[CH:5][CH:4]=1. (5) Given the reactants [CH2:1]([O:8][C:9]([NH:11][C:12]1[C:13]([CH3:40])=[C:14]([C:18]2[C:30]3[C:29]4[C:24](=[CH:25][CH:26]=[C:27]([N:31]5[CH2:36][CH2:35][O:34][CH2:33][CH2:32]5)[CH:28]=4)[NH:23][C:22]=3[C:21]([C:37]([OH:39])=O)=[N:20][CH:19]=2)[CH:15]=[CH:16][CH:17]=1)=[O:10])[C:2]1[CH:7]=[CH:6][CH:5]=[CH:4][CH:3]=1.[Cl-].[NH4+].F[P-](F)(F)(F)(F)F.[N:50]1(O[P+](N(C)C)(N(C)C)N(C)C)C2C=CC=CC=2N=N1.CCN(C(C)C)C(C)C.CN1CCOCC1, predict the reaction product. The product is: [C:37]([C:21]1[C:22]2[NH:23][C:24]3[C:29]([C:30]=2[C:18]([C:14]2[C:13]([CH3:40])=[C:12]([NH:11][C:9](=[O:10])[O:8][CH2:1][C:2]4[CH:7]=[CH:6][CH:5]=[CH:4][CH:3]=4)[CH:17]=[CH:16][CH:15]=2)=[CH:19][N:20]=1)=[CH:28][C:27]([N:31]1[CH2:36][CH2:35][O:34][CH2:33][CH2:32]1)=[CH:26][CH:25]=3)(=[O:39])[NH2:50]. (6) Given the reactants [Br:1][C:2]1[CH:3]=[C:4]2[C:8](=[CH:9][CH:10]=1)[NH:7][N:6]=[C:5]2[CH:11]1[CH2:14][CH2:13][CH2:12]1.[H-].[Na+].I[CH2:18][CH3:19], predict the reaction product. The product is: [Br:1][C:2]1[CH:3]=[C:4]2[C:8](=[CH:9][CH:10]=1)[N:7]([CH2:18][CH3:19])[N:6]=[C:5]2[CH:11]1[CH2:14][CH2:13][CH2:12]1. (7) The product is: [C:50]([O:5][CH2:6][C@H:7]([O:35][C:40](=[O:43])[CH3:41])[C@H:8]1[O:12][C:11](=[O:13])[N:10]([C:14]2[CH:23]=[C:22]3[C:17]([CH:18]=[C:19]([C:25]4[CH:30]=[CH:29][CH:28]=[CH:27][C:26]=4[C:31]([F:34])([F:33])[F:32])[NH:20][C:21]3=[O:24])=[CH:16][CH:15]=2)[CH2:9]1)(=[O:52])[CH3:51]. Given the reactants CS([O:5][CH2:6][C@@H:7]([O:35]S(C)(=O)=O)[C@H:8]1[O:12][C:11](=[O:13])[N:10]([C:14]2[CH:23]=[C:22]3[C:17]([CH:18]=[C:19]([C:25]4[CH:30]=[CH:29][CH:28]=[CH:27][C:26]=4[C:31]([F:34])([F:33])[F:32])[NH:20][C:21]3=[O:24])=[CH:16][CH:15]=2)[CH2:9]1)(=O)=O.[C:40]([O-:43])(=O)[CH3:41].[K+].C(=O)(O)[O-].[Na+].[C:50](OC(=O)C)(=[O:52])[CH3:51], predict the reaction product.